Dataset: Forward reaction prediction with 1.9M reactions from USPTO patents (1976-2016). Task: Predict the product of the given reaction. (1) Given the reactants [CH3:1][C:2]1[N:7]=[C:6]([NH:8][S:9]([C:12]2[CH:17]=[CH:16][C:15](C3C=CC(C#N)=CC=3)=[CH:14][CH:13]=2)(=[O:11])=[O:10])[CH:5]=[CH:4][CH:3]=1.[Br:26]C1C(S(Cl)(=O)=O)=CC=CC=1.NC1C=C[C:45]2[C:40](=[CH:41]C=CC=2)N=1, predict the reaction product. The product is: [Br:26][C:15]1[CH:14]=[CH:13][C:12]([S:9]([NH:8][C:6]2[CH:5]=[CH:4][C:3]3[C:2](=[CH:1][CH:41]=[CH:40][CH:45]=3)[N:7]=2)(=[O:10])=[O:11])=[CH:17][CH:16]=1. (2) Given the reactants [F:1][C:2]([F:7])([F:6])[C:3](O)=O.[NH:8]1[CH2:13][CH2:12][CH:11]([CH2:14][O:15][C:16]2[CH:21]=[CH:20][C:19]([C:22]3[CH:32]=[CH:31][C:25]4[S:26](=[O:30])(=[O:29])[CH2:27][CH2:28][C:24]=4[CH:23]=3)=[CH:18][CH:17]=2)[CH2:10][CH2:9]1.FC(F)(F)S(OCC(F)(F)F)(=O)=O.C([O-])([O-])=O.[K+].[K+].O, predict the reaction product. The product is: [F:1][C:2]([F:7])([F:6])[CH2:3][N:8]1[CH2:13][CH2:12][CH:11]([CH2:14][O:15][C:16]2[CH:17]=[CH:18][C:19]([C:22]3[CH:32]=[CH:31][C:25]4[S:26](=[O:30])(=[O:29])[CH2:27][CH2:28][C:24]=4[CH:23]=3)=[CH:20][CH:21]=2)[CH2:10][CH2:9]1. (3) Given the reactants [NH2:1][C:2]1[CH:10]=[C:9]([C:11]2[CH:12]=[C:13]([NH:17][S:18]([CH3:21])(=[O:20])=[O:19])[CH:14]=[N:15][CH:16]=2)[CH:8]=[C:7]2[C:3]=1[CH:4]=[N:5][N:6]2S(C1C=CC=CC=1)(=O)=O.[N:31]1([CH2:37][C:38](O)=[O:39])[CH2:36][CH2:35][O:34][CH2:33][CH2:32]1.CN(C(ON1N=NC2C=CC=NC1=2)=[N+](C)C)C.F[P-](F)(F)(F)(F)F.CCN(C(C)C)C(C)C.[OH-].[Na+].Cl, predict the reaction product. The product is: [CH3:21][S:18]([NH:17][C:13]1[CH:12]=[C:11]([C:9]2[CH:8]=[C:7]3[C:3]([CH:4]=[N:5][NH:6]3)=[C:2]([NH:1][C:38](=[O:39])[CH2:37][N:31]3[CH2:36][CH2:35][O:34][CH2:33][CH2:32]3)[CH:10]=2)[CH:16]=[N:15][CH:14]=1)(=[O:20])=[O:19]. (4) Given the reactants COC(C1C=C(O)C2C(=C(OCC3C=CC=CC=3)C=CC=2)N=1)=O.C[O:25][C:26]([C:28]1[CH:37]=[C:36]([OH:38])[C:35]2[C:30](=[C:31]([OH:41])[C:32]([Cl:40])=[CH:33][C:34]=2[Cl:39])[N:29]=1)=[O:27], predict the reaction product. The product is: [Cl:39][C:34]1[CH:33]=[C:32]([Cl:40])[C:31]([OH:41])=[C:30]2[C:35]=1[C:36]([OH:38])=[CH:37][C:28]([C:26]([OH:27])=[O:25])=[N:29]2. (5) Given the reactants ClC1N=CC(CN[C:10](=[O:32])[CH2:11][C@@H:12]2[CH2:23][CH:22]=[CH:21][CH2:20][CH2:19][C:18](=[O:24])[O:17][C@H:16]([C:25]3[CH:30]=[CH:29][CH:28]=[CH:27][CH:26]=3)[CH2:15][NH:14][C:13]2=[O:31])=CC=1.[CH2:33]([N:40]1[CH2:45][CH2:44][CH:43]([CH2:46][NH2:47])[CH2:42][CH2:41]1)[C:34]1[CH:39]=[CH:38][CH:37]=[CH:36][CH:35]=1, predict the reaction product. The product is: [CH2:33]([N:40]1[CH2:45][CH2:44][CH:43]([CH2:46][NH:47][C:10](=[O:32])[CH2:11][C@@H:12]2[CH2:23][CH:22]=[CH:21][CH2:20][CH2:19][C:18](=[O:24])[O:17][C@H:16]([C:25]3[CH:26]=[CH:27][CH:28]=[CH:29][CH:30]=3)[CH2:15][NH:14][C:13]2=[O:31])[CH2:42][CH2:41]1)[C:34]1[CH:39]=[CH:38][CH:37]=[CH:36][CH:35]=1.